This data is from Catalyst prediction with 721,799 reactions and 888 catalyst types from USPTO. The task is: Predict which catalyst facilitates the given reaction. Reactant: [CH3:1][O:2][CH:3]([O:26][CH3:27])[C:4]1[CH:5]=[C:6]2[C:11](=[CH:12][CH:13]=1)[N:10]=[CH:9][N:8]([C:14]1[CH:15]=[C:16]([CH:21]=[CH:22][C:23]=1[CH3:24])[C:17]([O:19]C)=[O:18])[C:7]2=[O:25].[OH-].[Na+].Cl. Product: [CH3:27][O:26][CH:3]([O:2][CH3:1])[C:4]1[CH:5]=[C:6]2[C:11](=[CH:12][CH:13]=1)[N:10]=[CH:9][N:8]([C:14]1[CH:15]=[C:16]([CH:21]=[CH:22][C:23]=1[CH3:24])[C:17]([OH:19])=[O:18])[C:7]2=[O:25]. The catalyst class is: 5.